From a dataset of CYP2D6 inhibition data for predicting drug metabolism from PubChem BioAssay. Regression/Classification. Given a drug SMILES string, predict its absorption, distribution, metabolism, or excretion properties. Task type varies by dataset: regression for continuous measurements (e.g., permeability, clearance, half-life) or binary classification for categorical outcomes (e.g., BBB penetration, CYP inhibition). Dataset: cyp2d6_veith. (1) The molecule is CN1Cc2c(ccc3c2OCO3)[C@@H]2[C@@H](O)Cc3cc4c(cc3[C@@H]21)OCO4.O. The result is 1 (inhibitor). (2) The compound is COc1ccc(-n2c(=O)c(C)nc3cncnc32)cc1. The result is 0 (non-inhibitor).